This data is from CYP2D6 inhibition data for predicting drug metabolism from PubChem BioAssay. The task is: Regression/Classification. Given a drug SMILES string, predict its absorption, distribution, metabolism, or excretion properties. Task type varies by dataset: regression for continuous measurements (e.g., permeability, clearance, half-life) or binary classification for categorical outcomes (e.g., BBB penetration, CYP inhibition). Dataset: cyp2d6_veith. The compound is O=C(c1cnccn1)N1CCC2(CCCN(Cc3nccs3)C2)CC1. The result is 1 (inhibitor).